This data is from Forward reaction prediction with 1.9M reactions from USPTO patents (1976-2016). The task is: Predict the product of the given reaction. (1) The product is: [Br:23][C:24]1[CH:33]=[CH:32][C:27]([C:28]([O:30][CH3:31])=[O:29])=[CH:26][C:25]=1[O:34][CH2:35][CH2:36][CH:37]=[O:38]. Given the reactants CC(OI1(OC(C)=O)(OC(C)=O)OC(=O)C2C=CC=CC1=2)=O.[Br:23][C:24]1[CH:33]=[CH:32][C:27]([C:28]([O:30][CH3:31])=[O:29])=[CH:26][C:25]=1[O:34][CH2:35][CH2:36][CH2:37][OH:38].C(O)(C)(C)C, predict the reaction product. (2) Given the reactants CN(C)S([N:6]1[C:10]2=[C:11]3[C:16](=[CH:17][CH:18]=[C:9]2[CH:8]=[N:7]1)[C:15](=[O:19])[C:14]([I:20])=[C:13]([C:21]1[CH:26]=[CH:25][CH:24]=[CH:23][CH:22]=1)[O:12]3)(=O)=O.C(O)(C(F)(F)F)=O, predict the reaction product. The product is: [I:20][C:14]1[C:15](=[O:19])[C:16]2[C:11]([O:12][C:13]=1[C:21]1[CH:26]=[CH:25][CH:24]=[CH:23][CH:22]=1)=[C:10]1[NH:6][N:7]=[CH:8][C:9]1=[CH:18][CH:17]=2. (3) Given the reactants O1CCOCC1.C(=O)(O)[O-].[Na+].[NH2:12][C:13]1[N:17]([C:18]2[CH:27]=[CH:26][C:21]3[NH:22][C:23]([CH3:25])=[N:24][C:20]=3[CH:19]=2)[N:16]=[CH:15][C:14]=1[C:28]([C:30]1[N:31]([S:36]([C:39]2[CH:44]=[CH:43][C:42]([CH3:45])=[CH:41][CH:40]=2)(=[O:38])=[O:37])[CH:32]=[C:33](Br)[CH:34]=1)=[O:29].[C:46]1(B(O)O)[CH:51]=[CH:50][CH:49]=[CH:48][CH:47]=1, predict the reaction product. The product is: [NH2:12][C:13]1[N:17]([C:18]2[CH:27]=[CH:26][C:21]3[NH:22][C:23]([CH3:25])=[N:24][C:20]=3[CH:19]=2)[N:16]=[CH:15][C:14]=1[C:28]([C:30]1[N:31]([S:36]([C:39]2[CH:44]=[CH:43][C:42]([CH3:45])=[CH:41][CH:40]=2)(=[O:38])=[O:37])[CH:32]=[C:33]([C:46]2[CH:51]=[CH:50][CH:49]=[CH:48][CH:47]=2)[CH:34]=1)=[O:29]. (4) Given the reactants C([O-])(=O)C.[K+].CC1(C)OCB([B:13]2[O:18][CH2:17][C:16]([CH3:20])([CH3:19])[CH2:15][O:14]2)CO1.Br[C:23]1[CH:28]=[CH:27][C:26]([N:29]([CH2:37][CH:38]([CH3:40])[CH3:39])[C@@H:30]2[CH2:35][C@@H:34]3[CH2:36][C@H:31]2[CH2:32][CH2:33]3)=[C:25]([N+:41]([O-:43])=[O:42])[CH:24]=1, predict the reaction product. The product is: [CH3:20][C:16]1([CH3:19])[CH2:15][O:14][B:13]([C:23]2[CH:28]=[CH:27][C:26]([N:29]([CH2:37][CH:38]([CH3:40])[CH3:39])[C@@H:30]3[CH2:35][C@@H:34]4[CH2:36][C@H:31]3[CH2:32][CH2:33]4)=[C:25]([N+:41]([O-:43])=[O:42])[CH:24]=2)[O:18][CH2:17]1.